From a dataset of Full USPTO retrosynthesis dataset with 1.9M reactions from patents (1976-2016). Predict the reactants needed to synthesize the given product. (1) Given the product [C:2]([C:7]1[O:11][C:10]([CH2:12][N:13]2[CH:17]=[CH:16][C:15]([NH:18][C:28](=[O:29])/[CH:27]=[CH:26]/[C:21]3[CH:22]=[CH:23][CH:24]=[CH:25][C:20]=3[Cl:19])=[N:14]2)=[CH:9][CH:8]=1)(=[O:6])[CH3:1], predict the reactants needed to synthesize it. The reactants are: [CH3:1][C:2]1([C:7]2[O:11][C:10]([CH2:12][N:13]3[CH:17]=[CH:16][C:15]([NH2:18])=[N:14]3)=[CH:9][CH:8]=2)[O:6]CCO1.[Cl:19][C:20]1[CH:25]=[CH:24][CH:23]=[CH:22][C:21]=1/[CH:26]=[CH:27]/[C:28](O)=[O:29]. (2) Given the product [CH3:24][O:23][C:20]1[CH:21]=[CH:22][C:17]([CH2:16][N:6]2[CH:5]=[C:4]([N+:1]([O-:3])=[O:2])[CH:8]=[N:7]2)=[CH:18][CH:19]=1, predict the reactants needed to synthesize it. The reactants are: [N+:1]([C:4]1[CH:5]=[N:6][NH:7][CH:8]=1)([O-:3])=[O:2].C(=O)([O-])[O-].[K+].[K+].Cl[CH2:16][C:17]1[CH:22]=[CH:21][C:20]([O:23][CH3:24])=[CH:19][CH:18]=1. (3) Given the product [CH3:11][C:8]([C:4]1[CH:3]=[C:2]([B:13]2[O:17][C:16]([CH3:19])([CH3:18])[C:15]([CH3:21])([CH3:20])[O:14]2)[CH:7]=[CH:6][N:5]=1)([CH3:12])[C:9]#[N:10], predict the reactants needed to synthesize it. The reactants are: I[C:2]1[CH:7]=[CH:6][N:5]=[C:4]([C:8]([CH3:12])([CH3:11])[C:9]#[N:10])[CH:3]=1.[B:13]1([B:13]2[O:17][C:16]([CH3:19])([CH3:18])[C:15]([CH3:21])([CH3:20])[O:14]2)[O:17][C:16]([CH3:19])([CH3:18])[C:15]([CH3:21])([CH3:20])[O:14]1.C([O-])(=O)C.[K+].ClCCl. (4) Given the product [CH3:15][O:16][CH2:17][O:18][C:19]1[CH:35]=[CH:34][C:22]2[CH2:23][C:24]([C:27]3[N:32]=[CH:31][C:30]([O:33][CH2:39][C@@H:38]([NH:40][C:41](=[O:47])[O:42][C:43]([CH3:44])([CH3:46])[CH3:45])[CH3:37])=[CH:29][CH:28]=3)([CH3:26])[O:25][C:21]=2[CH:20]=1, predict the reactants needed to synthesize it. The reactants are: N(C(OC(C)C)=O)=NC(OC(C)C)=O.[CH3:15][O:16][CH2:17][O:18][C:19]1[CH:35]=[CH:34][C:22]2[CH2:23][C:24]([C:27]3[N:32]=[CH:31][C:30]([OH:33])=[CH:29][CH:28]=3)([CH3:26])[O:25][C:21]=2[CH:20]=1.O[CH2:37][C@@H:38]([NH:40][C:41](=[O:47])[O:42][C:43]([CH3:46])([CH3:45])[CH3:44])[CH3:39].C1(P(C2C=CC=CC=2)C2C=CC=CC=2)C=CC=CC=1. (5) Given the product [CH3:1][O:2][C:3]1[CH:4]=[C:5]([CH:34]=[CH:35][C:36]=1[C:37]([CH3:40])([CH3:39])[CH3:38])[C:6]([N:8]1[C@@H:12]([C:13]2[S:14][CH:15]=[CH:16][N:17]=2)[C@@H:11]([CH2:18][O:19][CH3:20])[CH2:10][C@@:9]1([CH2:28][C:29]1[CH:33]=[CH:32][S:31][N:30]=1)[C:21]([OH:23])=[O:22])=[O:7], predict the reactants needed to synthesize it. The reactants are: [CH3:1][O:2][C:3]1[CH:4]=[C:5]([CH:34]=[CH:35][C:36]=1[C:37]([CH3:40])([CH3:39])[CH3:38])[C:6]([N:8]1[C@@H:12]([C:13]2[S:14][CH:15]=[CH:16][N:17]=2)[C@@H:11]([CH2:18][O:19][CH3:20])[CH2:10][C@@:9]1([CH2:28][C:29]1[CH:33]=[CH:32][S:31][N:30]=1)[C:21]([O:23]C(C)(C)C)=[O:22])=[O:7]. (6) Given the product [C:36]([C:34]1[CH:35]=[C:30]([CH:31]=[C:32]([C:40]([CH3:43])([CH3:42])[CH3:41])[CH:33]=1)[CH:29]=[CH:28][C:26]1[CH:25]=[C:22]([CH:21]=[C:20]([CH:19]=[CH:18][C:17]2[CH:44]=[C:45]([C:47]([CH3:50])([CH3:49])[CH3:48])[CH:46]=[C:15]([C:11]([CH3:14])([CH3:12])[CH3:13])[CH:16]=2)[CH:27]=1)[CH:23]=[CH:24][C:2]1[CH:9]=[C:8]([CH:7]=[C:4]([CH:5]=[CH:23][C:22]2[CH:25]=[C:26]([CH:28]=[CH:29][C:63]3[CH:62]=[C:61]([C:57]([CH3:60])([CH3:58])[CH3:59])[CH:66]=[C:65]([C:32]([CH3:40])([CH3:33])[CH3:31])[CH:64]=3)[CH:27]=[C:20]([CH:19]=[CH:18][C:17]3[CH:16]=[C:15]([C:11]([CH3:14])([CH3:13])[CH3:12])[CH:46]=[C:45]([C:47]([CH3:50])([CH3:49])[CH3:48])[CH:44]=3)[CH:21]=2)[CH:3]=1)[CH:51]=[O:54])([CH3:37])([CH3:39])[CH3:38], predict the reactants needed to synthesize it. The reactants are: Br[C:2]1[CH:3]=[C:4]([CH:7]=[C:8](Br)[CH:9]=1)[CH:5]=O.[C:11]([C:15]1[CH:16]=[C:17]([CH:44]=[C:45]([C:47]([CH3:50])([CH3:49])[CH3:48])[CH:46]=1)[CH:18]=[CH:19][C:20]1[CH:21]=[C:22]([CH:25]=[C:26]([CH:28]=[CH:29][C:30]2[CH:35]=[C:34]([C:36]([CH3:39])([CH3:38])[CH3:37])[CH:33]=[C:32]([C:40]([CH3:43])([CH3:42])[CH3:41])[CH:31]=2)[CH:27]=1)[CH:23]=[CH2:24])([CH3:14])([CH3:13])[CH3:12].[C:51](=[O:54])([O-])[O-].[Na+].[Na+].[C:57]([C:61]1(C)[C:66](O)=[C:65](C(C)(C)C)[CH:64]=[CH:63][CH2:62]1)([CH3:60])([CH3:59])[CH3:58]. (7) Given the product [CH:6]1([O:5][CH2:4][CH:3]=[O:2])[CH2:11][CH2:10][CH2:9][CH2:8][CH2:7]1, predict the reactants needed to synthesize it. The reactants are: C[O:2][CH:3](OC)[CH2:4][O:5][CH:6]1[CH2:11][CH2:10][CH2:9][CH2:8][CH2:7]1.S(=O)(=O)(O)O. (8) Given the product [C:1]([O:5][C:6]([N:8]1[CH2:12][CH2:11][CH:10]([O:13][C:14]2[CH:19]=[CH:18][CH:17]=[CH:16][C:15]=2[NH2:20])[CH2:9]1)=[O:7])([CH3:4])([CH3:2])[CH3:3], predict the reactants needed to synthesize it. The reactants are: [C:1]([O:5][C:6]([N:8]1[CH2:12][CH2:11][CH:10]([O:13][C:14]2[CH:19]=[CH:18][CH:17]=[CH:16][C:15]=2[N+:20]([O-])=O)[CH2:9]1)=[O:7])([CH3:4])([CH3:3])[CH3:2]. (9) Given the product [F:1][C:2]1[CH:11]=[C:10]([O:12][CH2:13][C:14]2[S:18][C:17]([C:19]3[CH:24]=[CH:23][C:22]([C:25]([F:26])([F:28])[F:27])=[CH:21][CH:20]=3)=[N:16][C:15]=2[CH3:29])[CH:9]=[CH:8][C:3]=1[C:4]1[NH:5][C:36](=[O:42])[O:7][N:6]=1, predict the reactants needed to synthesize it. The reactants are: [F:1][C:2]1[CH:11]=[C:10]([O:12][CH2:13][C:14]2[S:18][C:17]([C:19]3[CH:24]=[CH:23][C:22]([C:25]([F:28])([F:27])[F:26])=[CH:21][CH:20]=3)=[N:16][C:15]=2[CH3:29])[CH:9]=[CH:8][C:3]=1[C:4]([NH:6][OH:7])=[NH:5].N1C=CC=CC=1.[C:36]1([O:42]C(Cl)=O)C=CC=CC=1.C(OCC)(=O)C.